This data is from Full USPTO retrosynthesis dataset with 1.9M reactions from patents (1976-2016). The task is: Predict the reactants needed to synthesize the given product. (1) Given the product [OH:11][B:10]([OH:12])[C:6]1[CH:5]=[C:4]([CH:9]=[CH:8][CH:7]=1)[C:1]([NH:37][C:36]([CH3:38])([C:39]([O:41][CH:42]1[CH2:46][CH2:45][CH2:44][CH2:43]1)=[O:40])[CH3:35])=[O:3], predict the reactants needed to synthesize it. The reactants are: [C:1]([C:4]1[CH:5]=[C:6]([B:10]([OH:12])[OH:11])[CH:7]=[CH:8][CH:9]=1)([OH:3])=O.C1C=CC2N(O)N=NC=2C=1.CCN=C=NCCCN(C)C.Cl.[CH3:35][C:36]([C:39]([O:41][CH:42]1[CH2:46][CH2:45][CH2:44][CH2:43]1)=[O:40])([CH3:38])[NH2:37]. (2) Given the product [CH2:29]([O:33][C:34]1[CH:38]=[C:37](/[CH:39]=[CH:15]/[S:16]([NH:19][C:20](=[O:26])[O:21][C:22]([CH3:24])([CH3:23])[CH3:25])(=[O:18])=[O:17])[N:36]([CH2:41][C:42]2[CH:47]=[CH:46][C:45]([Cl:48])=[CH:44][C:43]=2[Cl:49])[N:35]=1)[CH2:30][CH2:31][CH3:32], predict the reactants needed to synthesize it. The reactants are: C1(P([CH2:15][S:16]([NH:19][C:20](=[O:26])[O:21][C:22]([CH3:25])([CH3:24])[CH3:23])(=[O:18])=[O:17])(C2C=CC=CC=2)=O)C=CC=CC=1.[H-].[Na+].[CH2:29]([O:33][C:34]1[CH:38]=[C:37]([CH:39]=O)[N:36]([CH2:41][C:42]2[CH:47]=[CH:46][C:45]([Cl:48])=[CH:44][C:43]=2[Cl:49])[N:35]=1)[CH2:30][CH2:31][CH3:32]. (3) Given the product [Cl:1][C:2]1[CH:7]=[CH:6][C:5]([C:8]2([C:12]([N:14]3[CH2:19][CH2:18][CH2:17][CH:16]([CH2:20][N:36]4[CH2:35][CH2:34][N:33]([C:28]5[CH:29]=[CH:30][CH:31]=[CH:32][C:27]=5[Cl:26])[CH2:38][CH2:37]4)[CH2:15]3)=[O:13])[CH2:11][CH2:10][CH2:9]2)=[CH:4][CH:3]=1, predict the reactants needed to synthesize it. The reactants are: [Cl:1][C:2]1[CH:7]=[CH:6][C:5]([C:8]2([C:12]([N:14]3[CH2:19][CH2:18][CH2:17][CH:16]([CH2:20]OS(C)(=O)=O)[CH2:15]3)=[O:13])[CH2:11][CH2:10][CH2:9]2)=[CH:4][CH:3]=1.[Cl:26][C:27]1[CH:32]=[CH:31][CH:30]=[CH:29][C:28]=1[N:33]1[CH2:38][CH2:37][NH:36][CH2:35][CH2:34]1.C(=O)([O-])[O-].[Cs+].[Cs+]. (4) Given the product [Br:1][C:2]([CH2:3][CH2:4][O:5][CH:19]([O:21][CH2:22][CH3:23])[CH3:20])=[CH2:6], predict the reactants needed to synthesize it. The reactants are: [Br:1][C:2](=[CH2:6])[CH2:3][CH2:4][OH:5].O.C1(C)C=CC(S(O)(=O)=O)=CC=1.[CH:19]([O:21][CH2:22][CH3:23])=[CH2:20]. (5) Given the product [Cl:1][C:2]1[CH:3]=[C:4]2[C:9](=[CH:10][C:11]=1[S:24][CH2:22][CH3:23])[O:8][CH:7]([C:13]([F:16])([F:15])[F:14])[C:6]([C:17]([O:19][CH2:20][CH3:21])=[O:18])=[CH:5]2, predict the reactants needed to synthesize it. The reactants are: [Cl:1][C:2]1[CH:3]=[C:4]2[C:9](=[CH:10][C:11]=1F)[O:8][CH:7]([C:13]([F:16])([F:15])[F:14])[C:6]([C:17]([O:19][CH2:20][CH3:21])=[O:18])=[CH:5]2.[CH2:22]([SH:24])[CH3:23].C([O-])([O-])=O.[K+].[K+].